This data is from NCI-60 drug combinations with 297,098 pairs across 59 cell lines. The task is: Regression. Given two drug SMILES strings and cell line genomic features, predict the synergy score measuring deviation from expected non-interaction effect. (1) Drug 1: CCCS(=O)(=O)NC1=C(C(=C(C=C1)F)C(=O)C2=CNC3=C2C=C(C=N3)C4=CC=C(C=C4)Cl)F. Drug 2: C1=NNC2=C1C(=O)NC=N2. Cell line: EKVX. Synergy scores: CSS=1.61, Synergy_ZIP=-1.81, Synergy_Bliss=-3.70, Synergy_Loewe=-5.46, Synergy_HSA=-5.60. (2) Drug 1: CC1=C(C=C(C=C1)NC(=O)C2=CC=C(C=C2)CN3CCN(CC3)C)NC4=NC=CC(=N4)C5=CN=CC=C5. Drug 2: COC1=C2C(=CC3=C1OC=C3)C=CC(=O)O2. Cell line: UO-31. Synergy scores: CSS=-1.69, Synergy_ZIP=2.29, Synergy_Bliss=2.83, Synergy_Loewe=0.331, Synergy_HSA=-0.444. (3) Drug 1: C1=CC(=CC=C1CCC2=CNC3=C2C(=O)NC(=N3)N)C(=O)NC(CCC(=O)O)C(=O)O. Drug 2: COC1=C2C(=CC3=C1OC=C3)C=CC(=O)O2. Cell line: CCRF-CEM. Synergy scores: CSS=51.4, Synergy_ZIP=4.30, Synergy_Bliss=2.45, Synergy_Loewe=-28.4, Synergy_HSA=1.34. (4) Drug 1: C1=CC=C(C=C1)NC(=O)CCCCCCC(=O)NO. Drug 2: C1C(C(OC1N2C=NC3=C2NC=NCC3O)CO)O. Cell line: SNB-19. Synergy scores: CSS=-0.953, Synergy_ZIP=4.37, Synergy_Bliss=9.63, Synergy_Loewe=-0.252, Synergy_HSA=0.307. (5) Drug 1: CS(=O)(=O)C1=CC(=C(C=C1)C(=O)NC2=CC(=C(C=C2)Cl)C3=CC=CC=N3)Cl. Drug 2: CCCS(=O)(=O)NC1=C(C(=C(C=C1)F)C(=O)C2=CNC3=C2C=C(C=N3)C4=CC=C(C=C4)Cl)F. Cell line: UACC-257. Synergy scores: CSS=46.4, Synergy_ZIP=2.40, Synergy_Bliss=2.23, Synergy_Loewe=-33.7, Synergy_HSA=1.36. (6) Drug 1: CC1=C(C=C(C=C1)NC(=O)C2=CC=C(C=C2)CN3CCN(CC3)C)NC4=NC=CC(=N4)C5=CN=CC=C5. Cell line: NCI-H522. Drug 2: CCC1=C2CN3C(=CC4=C(C3=O)COC(=O)C4(CC)O)C2=NC5=C1C=C(C=C5)O. Synergy scores: CSS=18.9, Synergy_ZIP=-0.381, Synergy_Bliss=0.476, Synergy_Loewe=-26.5, Synergy_HSA=-4.12.